The task is: Predict the product of the given reaction.. This data is from Forward reaction prediction with 1.9M reactions from USPTO patents (1976-2016). Given the reactants [CH3:1][O:2][C:3]1[CH:8]=[C:7]([O:9][CH3:10])[C:6]([O:11][CH3:12])=[CH:5][C:4]=1[CH:13]=[CH:14]C.BrN1[C:21](=[O:22])CCC1=O.O, predict the reaction product. The product is: [CH3:1][O:2][C:3]1[CH:8]=[C:7]([O:9][CH3:10])[C:6]([O:11][CH3:12])=[CH:5][C:4]=1[CH:13]([CH3:14])[CH:21]=[O:22].